Dataset: Peptide-MHC class II binding affinity with 134,281 pairs from IEDB. Task: Regression. Given a peptide amino acid sequence and an MHC pseudo amino acid sequence, predict their binding affinity value. This is MHC class II binding data. (1) The peptide sequence is GEYQIVDKIDAAFKI. The MHC is DRB1_0802 with pseudo-sequence DRB1_0802. The binding affinity (normalized) is 0.460. (2) The peptide sequence is GSMAKKGDEQKLRSA. The MHC is HLA-DPA10201-DPB10101 with pseudo-sequence HLA-DPA10201-DPB10101. The binding affinity (normalized) is 0.131. (3) The peptide sequence is AFEGVFGHLAATAVP. The MHC is HLA-DQA10102-DQB10602 with pseudo-sequence HLA-DQA10102-DQB10602. The binding affinity (normalized) is 0.341. (4) The peptide sequence is LSLTFIRTSLSLDYA. The MHC is DRB1_0701 with pseudo-sequence DRB1_0701. The binding affinity (normalized) is 0.826. (5) The peptide sequence is SPKARSERPAIVPPA. The MHC is DRB1_0901 with pseudo-sequence DRB1_0901. The binding affinity (normalized) is 0.407. (6) The peptide sequence is NVNLQKQLLTNHLIN. The MHC is DRB5_0101 with pseudo-sequence DRB5_0101. The binding affinity (normalized) is 0. (7) The peptide sequence is VSTIVPYIGPALNIV. The MHC is HLA-DPA10103-DPB10401 with pseudo-sequence HLA-DPA10103-DPB10401. The binding affinity (normalized) is 0.361. (8) The peptide sequence is VKITDKNYEHIAAYH. The MHC is DRB1_0701 with pseudo-sequence DRB1_0701. The binding affinity (normalized) is 0.473.